Dataset: Forward reaction prediction with 1.9M reactions from USPTO patents (1976-2016). Task: Predict the product of the given reaction. (1) Given the reactants Cl[C:2]1[N:7]=[C:6]([NH:8][C:9]2[CH:14]=[CH:13][C:12]([N:15]3[CH2:20][CH2:19][O:18][CH2:17][CH2:16]3)=[CH:11][CH:10]=2)[CH:5]=[N:4][CH:3]=1.[N:21]1[C:25]2[CH:26]=[CH:27][CH:28]=[CH:29][C:24]=2[NH:23][CH:22]=1, predict the reaction product. The product is: [N:21]1([C:2]2[N:7]=[C:6]([NH:8][C:9]3[CH:14]=[CH:13][C:12]([N:15]4[CH2:20][CH2:19][O:18][CH2:17][CH2:16]4)=[CH:11][CH:10]=3)[CH:5]=[N:4][CH:3]=2)[C:25]2[CH:26]=[CH:27][CH:28]=[CH:29][C:24]=2[N:23]=[CH:22]1. (2) Given the reactants C(OC([N:8]1[CH2:14][CH2:13][C:12]2[CH:15]=[C:16]([O:38][CH3:39])[C:17]([NH:19][S:20]([C:23]3[CH:28]=[CH:27][C:26]([CH2:29][NH:30][C:31]4[CH:36]=[CH:35][C:34]([F:37])=[CH:33][CH:32]=4)=[CH:25][CH:24]=3)(=[O:22])=[O:21])=[CH:18][C:11]=2[CH2:10][CH2:9]1)=O)(C)(C)C.[ClH:40], predict the reaction product. The product is: [ClH:40].[F:37][C:34]1[CH:35]=[CH:36][C:31]([NH:30][CH2:29][C:26]2[CH:25]=[CH:24][C:23]([S:20]([NH:19][C:17]3[C:16]([O:38][CH3:39])=[CH:15][C:12]4[CH2:13][CH2:14][NH:8][CH2:9][CH2:10][C:11]=4[CH:18]=3)(=[O:22])=[O:21])=[CH:28][CH:27]=2)=[CH:32][CH:33]=1. (3) Given the reactants [CH2:1]([O:3][C:4](=[O:14])[C:5]1[CH:10]=[C:9]([Cl:11])[N:8]=[C:7]([Cl:12])[C:6]=1[CH3:13])[CH3:2].C(O)(=O)C.[Br:19]N1C(=O)CCC1=O.C(OOC(=O)C1C=CC=CC=1)(=O)C1C=CC=CC=1, predict the reaction product. The product is: [CH2:1]([O:3][C:4](=[O:14])[C:5]1[CH:10]=[C:9]([Cl:11])[N:8]=[C:7]([Cl:12])[C:6]=1[CH2:13][Br:19])[CH3:2]. (4) Given the reactants Br[C:2]1[CH:3]=[CH:4][C:5]([O:8][CH3:9])=[N:6][CH:7]=1.C([Li])CCC.B(OC)(OC)[O:16]C.[OH-].[Na+].OO.Cl, predict the reaction product. The product is: [OH:16][C:2]1[CH:3]=[CH:4][C:5]([O:8][CH3:9])=[N:6][CH:7]=1. (5) Given the reactants [CH3:1][N:2]1[C:10]2[C:5](=[CH:6][C:7]([OH:11])=[CH:8][CH:9]=2)[CH:4]=[CH:3]1.Br[CH2:13][CH2:14][CH2:15][O:16][C:17]1[CH:18]=[C:19]2[C:23](=[CH:24][CH:25]=1)[C@H:22]([CH2:26][C:27]([O:29][CH2:30][CH3:31])=[O:28])[CH2:21][CH2:20]2.C([O-])([O-])=O.[Cs+].[Cs+], predict the reaction product. The product is: [CH3:1][N:2]1[C:10]2[C:5](=[CH:6][C:7]([O:11][CH2:13][CH2:14][CH2:15][O:16][C:17]3[CH:18]=[C:19]4[C:23](=[CH:24][CH:25]=3)[C@H:22]([CH2:26][C:27]([O:29][CH2:30][CH3:31])=[O:28])[CH2:21][CH2:20]4)=[CH:8][CH:9]=2)[CH:4]=[CH:3]1.